This data is from Catalyst prediction with 721,799 reactions and 888 catalyst types from USPTO. The task is: Predict which catalyst facilitates the given reaction. (1) Reactant: [CH3:1][CH:2]([CH3:11])[C:3](=[O:10])[CH2:4][C:5]([O:7][CH2:8][CH3:9])=[O:6].[C:12](Cl)(=[O:16])[CH:13]([CH3:15])[CH3:14].O. Product: [C:3]([CH:4]([C:12](=[O:16])[CH:13]([CH3:15])[CH3:14])[C:5]([O:7][CH2:8][CH3:9])=[O:6])(=[O:10])[CH:2]([CH3:1])[CH3:11]. The catalyst class is: 48. (2) Reactant: [Br:1][CH2:2][CH2:3][C:4]1[CH:9]=[N:8][CH:7]=[CH:6][N:5]=1.[N:10]12[CH2:17][CH2:16][CH:13]([CH2:14][CH2:15]1)[C@@H:12]([O:18][C:19]([C:21]1([C:28]3[CH:33]=[CH:32][CH:31]=[CH:30][CH:29]=3)[CH2:27][CH2:26][CH2:25][CH2:24][CH2:23][CH2:22]1)=[O:20])[CH2:11]2. Product: [Br-:1].[C:28]1([C:21]2([C:19]([O:18][C@@H:12]3[CH:13]4[CH2:16][CH2:17][N+:10]([CH2:2][CH2:3][C:4]5[CH:9]=[N:8][CH:7]=[CH:6][N:5]=5)([CH2:15][CH2:14]4)[CH2:11]3)=[O:20])[CH2:27][CH2:26][CH2:25][CH2:24][CH2:23][CH2:22]2)[CH:29]=[CH:30][CH:31]=[CH:32][CH:33]=1. The catalyst class is: 10.